Dataset: NCI-60 drug combinations with 297,098 pairs across 59 cell lines. Task: Regression. Given two drug SMILES strings and cell line genomic features, predict the synergy score measuring deviation from expected non-interaction effect. Synergy scores: CSS=37.0, Synergy_ZIP=-4.99, Synergy_Bliss=-0.0235, Synergy_Loewe=-38.3, Synergy_HSA=3.13. Cell line: KM12. Drug 1: C1=CC=C(C(=C1)C(C2=CC=C(C=C2)Cl)C(Cl)Cl)Cl. Drug 2: CCC1(C2=C(COC1=O)C(=O)N3CC4=CC5=C(C=CC(=C5CN(C)C)O)N=C4C3=C2)O.Cl.